From a dataset of NCI-60 drug combinations with 297,098 pairs across 59 cell lines. Regression. Given two drug SMILES strings and cell line genomic features, predict the synergy score measuring deviation from expected non-interaction effect. (1) Cell line: MDA-MB-231. Synergy scores: CSS=15.4, Synergy_ZIP=-7.92, Synergy_Bliss=-1.69, Synergy_Loewe=-0.877, Synergy_HSA=0.284. Drug 2: C1C(C(OC1N2C=NC3=C2NC=NCC3O)CO)O. Drug 1: C1CC(=O)NC(=O)C1N2C(=O)C3=CC=CC=C3C2=O. (2) Drug 1: CN(CC1=CN=C2C(=N1)C(=NC(=N2)N)N)C3=CC=C(C=C3)C(=O)NC(CCC(=O)O)C(=O)O. Drug 2: CC(C)NC(=O)C1=CC=C(C=C1)CNNC.Cl. Cell line: SK-MEL-5. Synergy scores: CSS=21.8, Synergy_ZIP=-0.556, Synergy_Bliss=-1.06, Synergy_Loewe=-25.4, Synergy_HSA=-2.12. (3) Drug 1: C1CN(CCN1C(=O)CCBr)C(=O)CCBr. Drug 2: N.N.Cl[Pt+2]Cl. Cell line: MDA-MB-231. Synergy scores: CSS=56.4, Synergy_ZIP=-3.19, Synergy_Bliss=0.0403, Synergy_Loewe=1.48, Synergy_HSA=6.48. (4) Drug 1: C1=CC=C(C=C1)NC(=O)CCCCCCC(=O)NO. Drug 2: COC1=C2C(=CC3=C1OC=C3)C=CC(=O)O2. Cell line: NCIH23. Synergy scores: CSS=22.6, Synergy_ZIP=-7.08, Synergy_Bliss=-10.2, Synergy_Loewe=-16.7, Synergy_HSA=-7.88. (5) Drug 1: C1=NC(=NC(=O)N1C2C(C(C(O2)CO)O)O)N. Drug 2: C1=CC=C(C=C1)NC(=O)CCCCCCC(=O)NO. Cell line: 786-0. Synergy scores: CSS=16.1, Synergy_ZIP=-7.83, Synergy_Bliss=-0.248, Synergy_Loewe=-3.94, Synergy_HSA=0.00201. (6) Drug 1: CC(C)NC(=O)C1=CC=C(C=C1)CNNC.Cl. Drug 2: N.N.Cl[Pt+2]Cl. Cell line: UACC62. Synergy scores: CSS=41.7, Synergy_ZIP=-0.708, Synergy_Bliss=-0.787, Synergy_Loewe=-4.51, Synergy_HSA=0.891. (7) Drug 1: CNC(=O)C1=CC=CC=C1SC2=CC3=C(C=C2)C(=NN3)C=CC4=CC=CC=N4. Drug 2: C(CC(=O)O)C(=O)CN.Cl. Cell line: NCI-H460. Synergy scores: CSS=6.01, Synergy_ZIP=-2.39, Synergy_Bliss=-5.67, Synergy_Loewe=-8.06, Synergy_HSA=-5.60. (8) Drug 1: CN1C(=O)N2C=NC(=C2N=N1)C(=O)N. Drug 2: C1=CN(C=N1)CC(O)(P(=O)(O)O)P(=O)(O)O. Cell line: UACC62. Synergy scores: CSS=3.02, Synergy_ZIP=-3.25, Synergy_Bliss=-5.68, Synergy_Loewe=-5.04, Synergy_HSA=-4.85. (9) Drug 1: CC(C1=C(C=CC(=C1Cl)F)Cl)OC2=C(N=CC(=C2)C3=CN(N=C3)C4CCNCC4)N. Drug 2: CC1=C2C(C(=O)C3(C(CC4C(C3C(C(C2(C)C)(CC1OC(=O)C(C(C5=CC=CC=C5)NC(=O)OC(C)(C)C)O)O)OC(=O)C6=CC=CC=C6)(CO4)OC(=O)C)O)C)O. Cell line: NCI-H226. Synergy scores: CSS=29.0, Synergy_ZIP=2.58, Synergy_Bliss=1.90, Synergy_Loewe=-11.0, Synergy_HSA=2.50.